This data is from Catalyst prediction with 721,799 reactions and 888 catalyst types from USPTO. The task is: Predict which catalyst facilitates the given reaction. Reactant: [CH3:1][O:2][C:3]1[N:8]=[C:7]([N:9]2[CH2:13][CH2:12][CH:11]([NH:14][C:15](=[O:17])[CH3:16])[CH2:10]2)[C:6]([N+:18]([O-])=O)=[CH:5][CH:4]=1.C1CCCCC=1. Product: [NH2:18][C:6]1[C:7]([N:9]2[CH2:13][CH2:12][CH:11]([NH:14][C:15](=[O:17])[CH3:16])[CH2:10]2)=[N:8][C:3]([O:2][CH3:1])=[CH:4][CH:5]=1. The catalyst class is: 63.